Dataset: Reaction yield outcomes from USPTO patents with 853,638 reactions. Task: Predict the reaction yield, written as a fraction of the theoretical maximum amount of product (1.0 means a 100% yield; for example, 0.34 means a 34% yield). (1) The reactants are Br[CH2:2][C:3]1[CH:12]=[C:11]2[C:6]([C:7]([C:15]3[CH:20]=[CH:19][C:18]([F:21])=[CH:17][CH:16]=3)=[CH:8][C:9]([C:13]#[N:14])=[N:10]2)=[CH:5][CH:4]=1.[NH:22]1[CH2:27][CH2:26][O:25][CH2:24][CH2:23]1.[OH-:28].[Na+].O. The catalyst is C(#N)C. The product is [F:21][C:18]1[CH:19]=[CH:20][C:15]([C:7]2[C:6]3[C:11](=[CH:12][C:3]([CH2:2][N:22]4[CH2:27][CH2:26][O:25][CH2:24][CH2:23]4)=[CH:4][CH:5]=3)[N:10]=[C:9]([C:13]([NH2:14])=[O:28])[CH:8]=2)=[CH:16][CH:17]=1. The yield is 0.800. (2) The reactants are Cl[CH2:2][CH2:3][C@H:4]([C:17]1[CH:22]=[CH:21][CH:20]=[CH:19][CH:18]=1)[O:5][C:6]1[CH:11]=[CH:10][C:9]([O:12][C:13](=[O:15])[CH3:14])=[CH:8][C:7]=1[CH3:16].CC(C)=O.[I-:27].[K+]. The catalyst is C(OCC)C. The product is [I:27][CH2:2][CH2:3][C@H:4]([C:17]1[CH:22]=[CH:21][CH:20]=[CH:19][CH:18]=1)[O:5][C:6]1[CH:11]=[CH:10][C:9]([O:12][C:13](=[O:15])[CH3:14])=[CH:8][C:7]=1[CH3:16]. The yield is 0.700. (3) The reactants are [Br:1][C:2]1[CH:3]=[C:4]([OH:9])[CH:5]=[C:6]([Br:8])[CH:7]=1.C([O-])([O-])=O.[Cs+].[Cs+].Cl[CH2:17][F:18]. The catalyst is CN(C=O)C.O. The product is [Br:1][C:2]1[CH:3]=[C:4]([O:9][CH2:17][F:18])[CH:5]=[C:6]([Br:8])[CH:7]=1. The yield is 0.710.